Dataset: HIV replication inhibition screening data with 41,000+ compounds from the AIDS Antiviral Screen. Task: Binary Classification. Given a drug SMILES string, predict its activity (active/inactive) in a high-throughput screening assay against a specified biological target. The compound is CC1c2ccccc2NC(=O)N1N1CCOCC1. The result is 0 (inactive).